From a dataset of Peptide-MHC class II binding affinity with 134,281 pairs from IEDB. Regression. Given a peptide amino acid sequence and an MHC pseudo amino acid sequence, predict their binding affinity value. This is MHC class II binding data. (1) The peptide sequence is RLTQSHPILNMIDTK. The MHC is DRB1_0701 with pseudo-sequence DRB1_0701. The binding affinity (normalized) is 0.976. (2) The peptide sequence is LAKYKANWIEIMRIK. The MHC is DRB4_0101 with pseudo-sequence DRB4_0103. The binding affinity (normalized) is 0.578.